Dataset: Forward reaction prediction with 1.9M reactions from USPTO patents (1976-2016). Task: Predict the product of the given reaction. Given the reactants Cl[C:2]1[C:3]2[N:4]([CH:8]=[C:9]([C:11]3[CH:16]=[CH:15][C:14]([F:17])=[CH:13][C:12]=3[F:18])[N:10]=2)[CH:5]=[CH:6][N:7]=1.O1CCC[CH2:20]1.CC(C)=O.C(=O)=O.C[Mg+].[Br-], predict the reaction product. The product is: [F:18][C:12]1[CH:13]=[C:14]([F:17])[CH:15]=[CH:16][C:11]=1[C:9]1[N:10]=[C:3]2[C:2]([CH3:20])=[N:7][CH:6]=[CH:5][N:4]2[CH:8]=1.